Dataset: NCI-60 drug combinations with 297,098 pairs across 59 cell lines. Task: Regression. Given two drug SMILES strings and cell line genomic features, predict the synergy score measuring deviation from expected non-interaction effect. (1) Drug 1: CC=C1C(=O)NC(C(=O)OC2CC(=O)NC(C(=O)NC(CSSCCC=C2)C(=O)N1)C(C)C)C(C)C. Drug 2: CC1C(C(CC(O1)OC2CC(OC(C2O)C)OC3=CC4=CC5=C(C(=O)C(C(C5)C(C(=O)C(C(C)O)O)OC)OC6CC(C(C(O6)C)O)OC7CC(C(C(O7)C)O)OC8CC(C(C(O8)C)O)(C)O)C(=C4C(=C3C)O)O)O)O. Cell line: BT-549. Synergy scores: CSS=35.8, Synergy_ZIP=1.10, Synergy_Bliss=2.10, Synergy_Loewe=-10.4, Synergy_HSA=1.53. (2) Drug 1: CC1=C(N=C(N=C1N)C(CC(=O)N)NCC(C(=O)N)N)C(=O)NC(C(C2=CN=CN2)OC3C(C(C(C(O3)CO)O)O)OC4C(C(C(C(O4)CO)O)OC(=O)N)O)C(=O)NC(C)C(C(C)C(=O)NC(C(C)O)C(=O)NCCC5=NC(=CS5)C6=NC(=CS6)C(=O)NCCC[S+](C)C)O. Drug 2: C1=NC2=C(N1)C(=S)N=CN2. Cell line: SF-539. Synergy scores: CSS=55.8, Synergy_ZIP=-8.60, Synergy_Bliss=-6.20, Synergy_Loewe=-2.01, Synergy_HSA=1.31. (3) Drug 1: COC1=NC(=NC2=C1N=CN2C3C(C(C(O3)CO)O)O)N. Drug 2: COC1=C2C(=CC3=C1OC=C3)C=CC(=O)O2. Cell line: RPMI-8226. Synergy scores: CSS=16.1, Synergy_ZIP=-6.46, Synergy_Bliss=-4.65, Synergy_Loewe=-3.07, Synergy_HSA=-2.52. (4) Drug 1: C1=C(C(=O)NC(=O)N1)N(CCCl)CCCl. Drug 2: CN1C2=C(C=C(C=C2)N(CCCl)CCCl)N=C1CCCC(=O)O.Cl. Cell line: TK-10. Synergy scores: CSS=11.5, Synergy_ZIP=-4.19, Synergy_Bliss=-0.779, Synergy_Loewe=-9.34, Synergy_HSA=-1.60. (5) Drug 1: C1C(C(OC1N2C=NC3=C(N=C(N=C32)Cl)N)CO)O. Drug 2: CS(=O)(=O)CCNCC1=CC=C(O1)C2=CC3=C(C=C2)N=CN=C3NC4=CC(=C(C=C4)OCC5=CC(=CC=C5)F)Cl. Cell line: HS 578T. Synergy scores: CSS=5.05, Synergy_ZIP=-1.97, Synergy_Bliss=1.51, Synergy_Loewe=-2.36, Synergy_HSA=1.42.